From a dataset of Retrosynthesis with 50K atom-mapped reactions and 10 reaction types from USPTO. Predict the reactants needed to synthesize the given product. (1) Given the product Oc1cccc(C2=C(CCCCCBr)c3ccc(O)cc3CCC2)c1, predict the reactants needed to synthesize it. The reactants are: BrC(Br)(Br)Br.OCCCCCC1=C(c2cccc(O)c2)CCCc2cc(O)ccc21. (2) The reactants are: Brc1ccc(-c2nc(COc3ccc(CCCn4ccnc4)cc3)co2)o1.OB(O)c1ccccc1. Given the product c1ccc(-c2ccc(-c3nc(COc4ccc(CCCn5ccnc5)cc4)co3)o2)cc1, predict the reactants needed to synthesize it.